This data is from Reaction yield outcomes from USPTO patents with 853,638 reactions. The task is: Predict the reaction yield, written as a fraction of the theoretical maximum amount of product (1.0 means a 100% yield; for example, 0.34 means a 34% yield). (1) The reactants are [C:1]([N:4]1[C:13]2[C:8](=[CH:9][C:10]([C:14]([O:16]CC)=[O:15])=[CH:11][CH:12]=2)[C@H:7]([NH:19][C:20]2[N:25]=[C:24]([CH3:26])[CH:23]=[CH:22][N:21]=2)[C@@H:6]([CH3:27])[C@@H:5]1[CH3:28])(=[O:3])[CH3:2].C(N1C2C(=CC(C(OCC)=O)=CC=2)[C@H](NC2N=C(C)C=CN=2)[C@@H](C)[C@@H]1C)CCCCCCCCCCCCCCC.[OH-].[Li+].Cl. The catalyst is C1COCC1.O.CO.C(Cl)Cl. The product is [C:1]([N:4]1[C:13]2[C:8](=[CH:9][C:10]([C:14]([OH:16])=[O:15])=[CH:11][CH:12]=2)[C@H:7]([NH:19][C:20]2[N:25]=[C:24]([CH3:26])[CH:23]=[CH:22][N:21]=2)[C@@H:6]([CH3:27])[C@@H:5]1[CH3:28])(=[O:3])[CH3:2]. The yield is 0.930. (2) The reactants are [H-].[Na+].[CH2:3]([OH:6])[CH2:4][OH:5].Cl[C:8]1[C:17]2[C:12](=[CH:13][CH:14]=[C:15]([Br:18])[CH:16]=2)[N:11]=[CH:10][CH:9]=1. The yield is 0.570. The product is [Br:18][C:15]1[CH:16]=[C:17]2[C:12](=[CH:13][CH:14]=1)[N:11]=[CH:10][CH:9]=[C:8]2[O:5][CH2:4][CH2:3][OH:6]. The catalyst is CN(C=O)C.